This data is from Cav3 T-type calcium channel HTS with 100,875 compounds. The task is: Binary Classification. Given a drug SMILES string, predict its activity (active/inactive) in a high-throughput screening assay against a specified biological target. (1) The drug is O1CCN(CC1)C(=O)COc1c(OC)cc(cc1)C=O. The result is 0 (inactive). (2) The drug is O1C(CNCCC(OCC)=O)COc2c1cccc2. The result is 0 (inactive). (3) The molecule is Fc1c(c2nc(on2)c2c(cccc2)C(=O)Nc2cccnc2)cccc1. The result is 0 (inactive). (4) The result is 0 (inactive). The molecule is S(c1n(c(nn1)c1cc(OC)ccc1)C)CCC(O)=O. (5) The molecule is Brc1cc(C(=O)NCCCCCC(O)=O)ccc1. The result is 0 (inactive). (6) The drug is O=C1N(C(CCCCN)CNC1=O)CCCC. The result is 0 (inactive). (7) The molecule is S1c2n(c3c(n(c(=O)n(c3=O)CC=C)C)n2)CC1. The result is 0 (inactive). (8) The compound is Fc1c(N2CCN(C(c3n(nnn3)C(C)(C)C)c3cccnc3)CC2)cccc1. The result is 0 (inactive). (9) The molecule is s1c(C2(O)c3c(N(C2=O)C)cccc3)c(nc1N)c1ccccc1. The result is 0 (inactive). (10) The compound is S=c1oc(n[nH]1)c1ccccc1. The result is 0 (inactive).